Dataset: Forward reaction prediction with 1.9M reactions from USPTO patents (1976-2016). Task: Predict the product of the given reaction. Given the reactants CS(O[CH2:6][CH2:7][CH2:8][N:9]([C:24]([O:26][C:27]([CH3:30])([CH3:29])[CH3:28])=[O:25])[CH2:10][C@@H:11]([NH:13][C:14]([O:16][CH2:17][C:18]1[CH:23]=[CH:22][CH:21]=[CH:20][CH:19]=1)=[O:15])[CH3:12])(=O)=O.[H-].[Na+].O, predict the reaction product. The product is: [CH3:12][C@H:11]1[CH2:10][N:9]([C:24]([O:26][C:27]([CH3:30])([CH3:29])[CH3:28])=[O:25])[CH2:8][CH2:7][CH2:6][N:13]1[C:14]([O:16][CH2:17][C:18]1[CH:23]=[CH:22][CH:21]=[CH:20][CH:19]=1)=[O:15].